This data is from Full USPTO retrosynthesis dataset with 1.9M reactions from patents (1976-2016). The task is: Predict the reactants needed to synthesize the given product. Given the product [F:1][C:2]1[CH:7]=[CH:6][CH:5]=[CH:4][C:3]=1[CH:8]([C:20]1[CH:25]=[CH:24][CH:23]=[CH:22][C:21]=1[F:26])[N:9]1[CH:14]=[CH:13][CH:12]=[C:11]([C:15]([OH:17])=[O:16])[C:10]1=[O:19], predict the reactants needed to synthesize it. The reactants are: [F:1][C:2]1[CH:7]=[CH:6][CH:5]=[CH:4][C:3]=1[CH:8]([C:20]1[CH:25]=[CH:24][CH:23]=[CH:22][C:21]=1[F:26])[N:9]1[CH:14]=[CH:13][CH:12]=[C:11]([C:15]([O:17]C)=[O:16])[C:10]1=[O:19].